Dataset: Forward reaction prediction with 1.9M reactions from USPTO patents (1976-2016). Task: Predict the product of the given reaction. (1) The product is: [CH2:2]([B:13]([OH:14])[OH:12])[CH2:3][CH2:4][CH2:5][CH2:6][CH2:7][CH:8]=[CH2:9].[C:18]12([OH:29])[CH2:26][CH:22]([C:23]1([CH3:25])[CH3:24])[CH2:21][CH2:20][C:19]2([OH:28])[CH3:27]. Given the reactants Br[CH2:2][CH2:3][CH2:4][CH2:5][CH2:6][CH2:7][CH:8]=[CH2:9].[Br-].C[O:12][B:13](OC)[O:14]C.[C:18]12([OH:29])[CH2:26][CH:22]([C:23]1([CH3:25])[CH3:24])[CH2:21][CH2:20][C:19]2([OH:28])[CH3:27], predict the reaction product. (2) Given the reactants [CH:1]([C@H:14]1[O:19][CH2:18][C@@H:17]([NH2:20])[CH2:16][CH2:15]1)([C:8]1[CH:13]=[CH:12][CH:11]=[CH:10][CH:9]=1)[C:2]1[CH:7]=[CH:6][CH:5]=[CH:4][CH:3]=1.[I:21][C:22]1[CH:29]=[CH:28][C:25]([CH:26]=O)=[CH:24][CH:23]=1.C(O)(=O)C.[BH3-]C#N.[Na+], predict the reaction product. The product is: [CH:1]([C@H:14]1[O:19][CH2:18][C@@H:17]([NH:20][CH2:26][C:25]2[CH:28]=[CH:29][C:22]([I:21])=[CH:23][CH:24]=2)[CH2:16][CH2:15]1)([C:8]1[CH:13]=[CH:12][CH:11]=[CH:10][CH:9]=1)[C:2]1[CH:3]=[CH:4][CH:5]=[CH:6][CH:7]=1. (3) Given the reactants [NH2:1][C:2]1[N:7]=[CH:6][C:5]([C:8]2[N:9]=[C:10]([N:27]3[CH2:32][CH2:31][O:30][CH2:29][CH2:28]3)[C:11]3[S:16][C:15]([C:17]4[CH:18]=[C:19]([CH:23]=[CH:24][CH:25]=4)[C:20](O)=[O:21])=[C:14]([CH3:26])[C:12]=3[N:13]=2)=[CH:4][N:3]=1.[CH2:33]([CH2:35][NH2:36])[OH:34], predict the reaction product. The product is: [NH2:1][C:2]1[N:3]=[CH:4][C:5]([C:8]2[N:9]=[C:10]([N:27]3[CH2:32][CH2:31][O:30][CH2:29][CH2:28]3)[C:11]3[S:16][C:15]([C:17]4[CH:18]=[C:19]([CH:23]=[CH:24][CH:25]=4)[C:20]([NH:36][CH2:35][CH2:33][OH:34])=[O:21])=[C:14]([CH3:26])[C:12]=3[N:13]=2)=[CH:6][N:7]=1. (4) Given the reactants [NH2:1][C:2]1([CH2:8][C:9]([O:11]CC)=O)[CH2:5][S:4](=[O:7])(=[O:6])[CH2:3]1.CO.[CH3:16][NH2:17], predict the reaction product. The product is: [NH2:1][C:2]1([CH2:8][C:9]([NH:17][CH3:16])=[O:11])[CH2:5][S:4](=[O:7])(=[O:6])[CH2:3]1. (5) Given the reactants [S:1]1[C:5]([C:6]([OH:8])=O)=[CH:4][N:3]=[CH:2]1.[Li]CCCC.CN(OC)[C:16](=[O:21])[C:17]([F:20])([F:19])[F:18].[CH:24]1[CH:25]=[CH:26][C:27]2N(O)N=N[C:28]=2[CH:29]=1.C[CH2:35][N:36]=[C:37]=NCCCN(C)C.C(CN)C1C=CC=CC=1, predict the reaction product. The product is: [CH2:35]([N:36]([CH3:37])[C:6]([C:5]1[S:1][C:2]([C:16](=[O:21])[C:17]([F:18])([F:19])[F:20])=[N:3][CH:4]=1)=[O:8])[C:28]1[CH:27]=[CH:26][CH:25]=[CH:24][CH:29]=1. (6) The product is: [Cl:19][CH:16]([O:18][C:3](=[O:4])[C:2]([CH3:1])([CH3:15])[CH2:6][O:7][CH2:8][C:9]1[CH:14]=[CH:13][CH:12]=[CH:11][CH:10]=1)[CH3:17]. Given the reactants [CH3:1][C:2]([CH3:15])([CH2:6][O:7][CH2:8][C:9]1[CH:14]=[CH:13][CH:12]=[CH:11][CH:10]=1)[C:3](Cl)=[O:4].[CH:16](=[O:18])[CH3:17].[Cl:19]CCl, predict the reaction product.